From a dataset of Full USPTO retrosynthesis dataset with 1.9M reactions from patents (1976-2016). Predict the reactants needed to synthesize the given product. (1) Given the product [CH3:1][O:2][C:3]1[CH:4]=[C:5]([C@H:14]2[CH2:15][CH2:16][C@H:17]([C:19]3[CH:24]=[C:23]([O:25][CH3:26])[C:22]([O:27][CH3:28])=[C:21]([O:29][CH3:30])[CH:20]=3)[O:18]2)[CH:6]=[C:7]([I:13])[C:8]=1[O:9][CH2:10][CH2:11][OH:12], predict the reactants needed to synthesize it. The reactants are: [CH3:1][O:2][C:3]1[CH:4]=[C:5]([CH:14](O)[CH2:15][CH2:16][CH:17]([C:19]2[CH:24]=[C:23]([O:25][CH3:26])[C:22]([O:27][CH3:28])=[C:21]([O:29][CH3:30])[CH:20]=2)[OH:18])[CH:6]=[C:7]([I:13])[C:8]=1[O:9][CH2:10][CH2:11][OH:12].FC(F)(F)C(O)=O. (2) Given the product [CH3:26][O:27][C:28]1[CH:33]=[CH:32][C:31]([NH:34][C:35]([N:13]2[CH2:14][C@@H:15]3[N:18]([C:19]([O:21][C:22]([CH3:25])([CH3:24])[CH3:23])=[O:20])[C@@H:11]([CH2:17][CH2:16]3)[CH2:12]2)=[O:36])=[CH:30][CH:29]=1, predict the reactants needed to synthesize it. The reactants are: CCN(C(C)C)C(C)C.Cl.[C@H:11]12[N:18]([C:19]([O:21][C:22]([CH3:25])([CH3:24])[CH3:23])=[O:20])[C@H:15]([CH2:16][CH2:17]1)[CH2:14][NH:13][CH2:12]2.[CH3:26][O:27][C:28]1[CH:33]=[CH:32][C:31]([N:34]=[C:35]=[O:36])=[CH:30][CH:29]=1. (3) Given the product [ClH:16].[ClH:16].[NH:8]1[CH2:13][CH2:12][CH:11]([O:14][NH2:15])[CH2:10][CH2:9]1, predict the reactants needed to synthesize it. The reactants are: C(OC([N:8]1[CH2:13][CH2:12][CH:11]([O:14][NH2:15])[CH2:10][CH2:9]1)=O)(C)(C)C.[ClH:16].